From a dataset of Reaction yield outcomes from USPTO patents with 853,638 reactions. Predict the reaction yield, written as a fraction of the theoretical maximum amount of product (1.0 means a 100% yield; for example, 0.34 means a 34% yield). (1) The reactants are [CH3:1][N:2]1[C:6]2[CH:7]=[CH:8][CH:9]=[CH:10][C:5]=2[N:4]=[C:3]1[CH:11]=O.[CH2:13]([O:15][CH:16]([O:19][CH2:20]C)[CH2:17][NH2:18])C.[BH3-]C#N.[Na+]. The catalyst is CO.C(O)(=O)C. The product is [CH3:13][O:15][CH:16]([O:19][CH3:20])[CH2:17][NH:18][CH2:11][C:3]1[N:2]([CH3:1])[C:6]2[CH:7]=[CH:8][CH:9]=[CH:10][C:5]=2[N:4]=1. The yield is 0.640. (2) The reactants are [H-].[Na+].[C:3]([O:11]CC)(=[O:10])[CH2:4][C:5](OCC)=O.BrC[C:16]1[CH:21]=[CH:20][CH:19]=[CH:18][C:17]=1[N+:22]([O-:24])=[O:23]. The catalyst is CN(C=O)C.O. The product is [N+:22]([C:17]1[CH:18]=[CH:19][CH:20]=[CH:21][C:16]=1[CH2:5][CH2:4][C:3]([OH:11])=[O:10])([O-:24])=[O:23]. The yield is 0.770.